From a dataset of Catalyst prediction with 721,799 reactions and 888 catalyst types from USPTO. Predict which catalyst facilitates the given reaction. (1) Reactant: S=[C:2]1[NH:6][C:5]2=[C:7]([C:11]([O:13][CH3:14])=[O:12])[CH:8]=[CH:9][CH:10]=[C:4]2[O:3]1.P(Cl)(Cl)(Cl)(Cl)[Cl:16]. Product: [Cl:16][C:2]1[O:3][C:4]2[C:5](=[C:7]([C:11]([O:13][CH3:14])=[O:12])[CH:8]=[CH:9][CH:10]=2)[N:6]=1. The catalyst class is: 286. (2) The catalyst class is: 4. Reactant: [C:1]([O:5][C:6]([N:8]1[CH2:13][CH2:12][CH:11]([CH:14]([OH:16])[CH3:15])[CH2:10][CH2:9]1)=[O:7])([CH3:4])([CH3:3])[CH3:2].C(N(CC)CC)C.[CH3:24][S:25](Cl)(=[O:27])=[O:26]. Product: [C:1]([O:5][C:6]([N:8]1[CH2:13][CH2:12][CH:11]([CH:14]([O:16][S:25]([CH3:24])(=[O:27])=[O:26])[CH3:15])[CH2:10][CH2:9]1)=[O:7])([CH3:4])([CH3:3])[CH3:2]. (3) Reactant: [CH3:1][C:2]1[CH:11]=[CH:10][C:9]2[C:4](=[CH:5][CH:6]=[C:7]3[O:15][CH2:14][C@H:13]([CH2:16]OS(C4C=CC(Br)=CC=4)(=O)=O)[O:12][C:8]3=2)[N:3]=1.[NH:28]1[CH2:33][CH2:32][NH:31][CH2:30][CH2:29]1.C(=O)(O)[O-].[Na+]. Product: [CH3:1][C:2]1[CH:11]=[CH:10][C:9]2[C:4](=[CH:5][CH:6]=[C:7]3[O:15][CH2:14][CH:13]([CH2:16][N:28]4[CH2:33][CH2:32][NH:31][CH2:30][CH2:29]4)[O:12][C:8]3=2)[N:3]=1. The catalyst class is: 16. (4) Reactant: [CH2:1]([NH:8][CH2:9][C@@H:10]1[C@H:14]2[O:15][C:16]([CH3:19])([CH3:18])[O:17][C@H:13]2[C@H:12]([N:20]2[CH:28]=[N:27][C:26]3[C:21]2=[N:22][CH:23]=[N:24][C:25]=3[NH2:29])[O:11]1)[C:2]1[CH:7]=[CH:6][CH:5]=[CH:4][CH:3]=1.O=[CH:31][CH2:32][CH2:33][CH2:34][C:35]([O:37][CH3:38])=[O:36].[BH-](OC(C)=O)(OC(C)=O)OC(C)=O.[Na+]. Product: [NH2:29][C:25]1[N:24]=[CH:23][N:22]=[C:21]2[C:26]=1[N:27]=[CH:28][N:20]2[C@H:12]1[C@@H:13]2[O:17][C:16]([CH3:19])([CH3:18])[O:15][C@@H:14]2[C@@H:10]([CH2:9][N:8]([CH2:1][C:2]2[CH:3]=[CH:4][CH:5]=[CH:6][CH:7]=2)[CH2:31][CH2:32][CH2:33][CH2:34][C:35]([O:37][CH3:38])=[O:36])[O:11]1. The catalyst class is: 26.